From a dataset of Full USPTO retrosynthesis dataset with 1.9M reactions from patents (1976-2016). Predict the reactants needed to synthesize the given product. (1) Given the product [F:1][C:2]1[CH:3]=[CH:4][C:5]([O:41][CH3:42])=[C:6]([C:8]2[CH:13]=[CH:12][N:11]=[C:10]3[NH:14][C:15]([C:17]4[CH2:22][CH2:21][CH:20]([O:23][CH2:24][C:25]([OH:27])=[O:26])[CH2:19][CH:18]=4)=[CH:16][C:9]=23)[CH:7]=1, predict the reactants needed to synthesize it. The reactants are: [F:1][C:2]1[CH:3]=[CH:4][C:5]([O:41][CH3:42])=[C:6]([C:8]2[CH:13]=[CH:12][N:11]=[C:10]3[N:14](S(C4C=CC=CC=4)(=O)=O)[C:15]([C:17]4[CH2:22][CH2:21][CH:20]([O:23][CH2:24][C:25]([O:27]C(C)(C)C)=[O:26])[CH2:19][CH:18]=4)=[CH:16][C:9]=23)[CH:7]=1.[OH-].[Na+].FC(F)(F)C(O)=O.O. (2) Given the product [Br:1][C:2]1[CH:7]=[CH:6][N:5]2[CH:10]=[N:9][N:8]=[C:4]2[CH:3]=1, predict the reactants needed to synthesize it. The reactants are: [Br:1][C:2]1[CH:7]=[CH:6][N:5]=[C:4]([NH:8][NH2:9])[CH:3]=1.[CH:10](O)=O.